From a dataset of Full USPTO retrosynthesis dataset with 1.9M reactions from patents (1976-2016). Predict the reactants needed to synthesize the given product. (1) Given the product [ClH:3].[Cl:17][C:14]1[CH:15]=[C:16]2[C:11](=[CH:12][CH:13]=1)[N:10]([C:18]1[C:27]3[C:22](=[CH:23][CH:24]=[CH:25][CH:26]=3)[N:21]=[CH:20][CH:19]=1)[CH:9]=[C:8]2[C:5]([Cl:3])=[O:7], predict the reactants needed to synthesize it. The reactants are: S(Cl)([Cl:3])=O.[C:5]([C:8]1[C:16]2[C:11](=[CH:12][CH:13]=[C:14]([Cl:17])[CH:15]=2)[N:10]([C:18]2[C:27]3[C:22](=[CH:23][CH:24]=[CH:25][CH:26]=3)[N:21]=[CH:20][CH:19]=2)[CH:9]=1)([OH:7])=O. (2) Given the product [NH2:3][C:6]1[CH:7]=[C:8]([CH:12]=[CH:13][C:14]=1[O:15][C:16]([F:17])([F:18])[F:19])[C:9]([NH2:11])=[O:10], predict the reactants needed to synthesize it. The reactants are: [BH4-].[Na+].[N+:3]([C:6]1[CH:7]=[C:8]([CH:12]=[CH:13][C:14]=1[O:15][C:16]([F:19])([F:18])[F:17])[C:9]([NH2:11])=[O:10])([O-])=O.O. (3) Given the product [CH:21]1([C@@:7]([OH:8])([C:1]2[CH:6]=[CH:5][CH:4]=[CH:3][CH:2]=2)[C:9]2[N:13]=[CH:12][N:11]([CH2:14][CH:15]3[CH2:20][CH2:19][N:18]([CH2:28][CH2:29][C:30]4[CH:31]=[CH:32][C:33]([CH2:36][CH2:37][N:38]5[C:46](=[O:47])[C:45]6[C:40](=[CH:41][CH:42]=[CH:43][CH:44]=6)[C:39]5=[O:48])=[CH:34][CH:35]=4)[CH2:17][CH2:16]3)[N:10]=2)[CH2:26][CH2:25][CH2:24][CH2:23][CH2:22]1, predict the reactants needed to synthesize it. The reactants are: [CH:1]1([C:7]([C:21]2[CH:26]=[CH:25][CH:24]=[CH:23][CH:22]=2)([C:9]2[N:13]=[CH:12][N:11]([CH2:14][CH:15]3[CH2:20][CH2:19][NH:18][CH2:17][CH2:16]3)[N:10]=2)[OH:8])[CH2:6][CH2:5][CH2:4][CH2:3][CH2:2]1.Br[CH2:28][CH2:29][C:30]1[CH:35]=[CH:34][C:33]([CH2:36][CH2:37][N:38]2[C:46](=[O:47])[C:45]3[C:40](=[CH:41][CH:42]=[CH:43][CH:44]=3)[C:39]2=[O:48])=[CH:32][CH:31]=1.C(N(C(C)C)CC)(C)C. (4) Given the product [CH3:6][CH:5]([O:14][C:15]([CH3:16])=[O:19])[CH2:4][O:3][CH3:1], predict the reactants needed to synthesize it. The reactants are: [CH:1]([O:3][CH2:4][CH2:5][CH:6]1CCCCC1)=C.C([O:14][CH:15]=[CH2:16])=C.C12(CS(O)(=O)=O)C(C)(C)C(CC1)CC2=[O:19].C(N(CC)CC)C. (5) Given the product [Cl:23][C:20]1[CH:19]=[CH:18][C:17]([N:5]([CH2:4][C:3]([OH:24])=[O:2])[S:6]([C:9]2[CH:14]=[CH:13][CH:12]=[C:11]([O:15][CH3:16])[CH:10]=2)(=[O:7])=[O:8])=[CH:22][CH:21]=1, predict the reactants needed to synthesize it. The reactants are: C[O:2][C:3](=[O:24])[CH2:4][N:5]([C:17]1[CH:22]=[CH:21][C:20]([Cl:23])=[CH:19][CH:18]=1)[S:6]([C:9]1[CH:14]=[CH:13][CH:12]=[C:11]([O:15][CH3:16])[CH:10]=1)(=[O:8])=[O:7].O.[OH-].[Li+]. (6) Given the product [O:13]1[C:12]2[CH:11]=[CH:10][C:6]([CH2:7][CH2:8][NH:9][C:16](=[O:17])[CH2:15][Cl:14])=[CH:5][C:4]=2[O:3][CH2:2]1, predict the reactants needed to synthesize it. The reactants are: Cl.[CH2:2]1[O:13][C:12]2[CH:11]=[CH:10][C:6]([CH2:7][CH2:8][NH2:9])=[CH:5][C:4]=2[O:3]1.[Cl:14][CH2:15][C:16](Cl)=[O:17]. (7) Given the product [CH3:17][C:18]1[O:19][C:20]([C:26]([F:29])([F:27])[F:28])=[C:21]([C:23]([NH:13][C:12]2[CH:14]=[CH:15][C:9]([B:4]3[O:3][C:2]([CH3:16])([CH3:1])[C:6]([CH3:7])([CH3:8])[O:5]3)=[CH:10][CH:11]=2)=[O:24])[N:22]=1, predict the reactants needed to synthesize it. The reactants are: [CH3:1][C:2]1([CH3:16])[C:6]([CH3:8])([CH3:7])[O:5][B:4]([C:9]2[CH:15]=[CH:14][C:12]([NH2:13])=[CH:11][CH:10]=2)[O:3]1.[CH3:17][C:18]1[O:19][C:20]([C:26]([F:29])([F:28])[F:27])=[C:21]([C:23](O)=[O:24])[N:22]=1.CCN(C(C)C)C(C)C.CN(C(ON1N=NC2C=CC=NC1=2)=[N+](C)C)C.F[P-](F)(F)(F)(F)F. (8) Given the product [CH2:25]([O:1][C:2]1[CH:3]=[C:4]([CH2:8][NH:9][C:10]([C:12]2[CH:13]=[C:14]3[C:19](=[CH:20][CH:21]=2)[N:18]=[CH:17][CH:16]=[CH:15]3)=[O:11])[CH:5]=[CH:6][CH:7]=1)[CH:24]=[CH2:23], predict the reactants needed to synthesize it. The reactants are: [OH:1][C:2]1[CH:3]=[C:4]([CH2:8][NH:9][C:10]([C:12]2[CH:13]=[C:14]3[C:19](=[CH:20][CH:21]=2)[N:18]=[CH:17][CH:16]=[CH:15]3)=[O:11])[CH:5]=[CH:6][CH:7]=1.Br[CH2:23][CH:24]=[CH2:25].CN(C=O)C.C(=O)([O-])[O-].[Cs+].[Cs+]. (9) Given the product [ClH:14].[F:1][C:2]1[CH:3]=[C:4]([CH:7]=[CH:8][C:9]=1[OH:10])[C:5]([NH2:19])=[NH:6], predict the reactants needed to synthesize it. The reactants are: [F:1][C:2]1[CH:3]=[C:4]([CH:7]=[CH:8][C:9]=1[OH:10])[C:5]#[N:6].C(O)C.[ClH:14].C(=O)([O-])[O-].[NH4+:19].[NH4+].